From a dataset of Full USPTO retrosynthesis dataset with 1.9M reactions from patents (1976-2016). Predict the reactants needed to synthesize the given product. (1) Given the product [C:14]([C:12]1[N:13]=[C:9]([N:7]2[CH2:8][CH:5]([S:4][C:38]3[C@H:39]([CH3:62])[C@@H:40]4[C@@H:57]([C@H:58]([OH:60])[CH3:59])[C:56](=[O:61])[N:41]4[C:42]=3[C:43]([O:45][CH2:46][C:47]3[CH:48]=[CH:49][C:50]([N+:53]([O-:55])=[O:54])=[CH:51][CH:52]=3)=[O:44])[CH2:6]2)[O:10][CH:11]=1)(=[O:16])[NH2:15], predict the reactants needed to synthesize it. The reactants are: C([S:4][CH:5]1[CH2:8][N:7]([C:9]2[O:10][CH:11]=[C:12]([C:14](=[O:16])[NH2:15])[N:13]=2)[CH2:6]1)(=O)C.C(O)(=O)C.NN.C1(P(O[C:38]2[C@H:39]([CH3:62])[C@H:40]3[C@@H:57]([C@H:58]([OH:60])[CH3:59])[C:56](=[O:61])[N:41]3[C:42]=2[C:43]([O:45][CH2:46][C:47]2[CH:52]=[CH:51][C:50]([N+:53]([O-:55])=[O:54])=[CH:49][CH:48]=2)=[O:44])(C2C=CC=CC=2)=O)C=CC=CC=1.C(N(C(C)C)CC)(C)C.C(=O)([O-])O.[Na+]. (2) Given the product [CH2:22]([O:21][C:19](=[O:20])[CH:24]=[C:10]([C:9]1[C:4]([NH:3][CH2:1][CH3:2])=[N:5][C:6]([NH:12][C:13]2[CH:18]=[CH:17][CH:16]=[CH:15][CH:14]=2)=[N:7][CH:8]=1)[CH3:46])[CH3:23], predict the reactants needed to synthesize it. The reactants are: [CH2:1]([NH:3][C:4]1[C:9]([CH:10]=O)=[CH:8][N:7]=[C:6]([NH:12][C:13]2[CH:18]=[CH:17][CH:16]=[CH:15][CH:14]=2)[N:5]=1)[CH3:2].[C:19]([CH2:24]C=P(C1C=CC=CC=1)(C1C=CC=CC=1)C1C=CC=CC=1)([O:21][CH2:22][CH3:23])=[O:20].O1CCC[CH2:46]1. (3) Given the product [Br:10][CH2:11][CH:12]1[O:15][C:3]2=[CH:4][S:5][CH:6]=[C:7]2[O:14][CH2:13]1, predict the reactants needed to synthesize it. The reactants are: CO[C:3]1[CH:7]=[CH:6][S:5][C:4]=1OC.[Br:10][CH2:11][CH:12]([OH:15])[CH2:13][OH:14].C1(C)C=CC(S(O)(=O)=O)=CC=1. (4) The reactants are: [NH2:1][C:2]1[N:7]=[C:6]([NH:8][CH2:9][CH2:10][NH:11][C:12]2[CH:17]=[C:16](Cl)[N:15]=[C:14]([NH2:19])[N:13]=2)[CH:5]=[CH:4][N:3]=1.[CH:20](/B(O)O)=[CH:21]\[C:22]1[CH:27]=[CH:26][CH:25]=[CH:24][CH:23]=1. Given the product [NH2:1][C:2]1[N:7]=[C:6]([NH:8][CH2:9][CH2:10][NH:11][C:12]2[CH:17]=[C:16](/[CH:20]=[CH:21]/[C:22]3[CH:27]=[CH:26][CH:25]=[CH:24][CH:23]=3)[N:15]=[C:14]([NH2:19])[N:13]=2)[CH:5]=[CH:4][N:3]=1, predict the reactants needed to synthesize it.